This data is from Reaction yield outcomes from USPTO patents with 853,638 reactions. The task is: Predict the reaction yield, written as a fraction of the theoretical maximum amount of product (1.0 means a 100% yield; for example, 0.34 means a 34% yield). The yield is 0.250. The product is [C:6]([N:31]1[C:32](=[O:35])[C:33]([Cl:34])=[C:28]([O:27][CH2:5][C:6]2[CH:7]=[CH:8][C:9]([O:10][CH2:11][CH2:12][CH2:13][F:36])=[CH:25][CH:26]=2)[CH:29]=[N:30]1)([CH3:26])([CH3:7])[CH3:5]. The catalyst is C(#N)C. The reactants are C([CH:5]([O:27][C:28]1[CH:29]=[N:30][NH:31][C:32](=[O:35])[C:33]=1[Cl:34])[C:6]1[CH:26]=[CH:25][C:9]([O:10][CH2:11][CH2:12][CH2:13]OS(C2C=CC(C)=CC=2)(=O)=O)=[CH:8][CH:7]=1)(C)(C)C.[F-:36].[K+].